Dataset: Full USPTO retrosynthesis dataset with 1.9M reactions from patents (1976-2016). Task: Predict the reactants needed to synthesize the given product. (1) Given the product [Cl:1][C:2]1[CH:3]=[CH:4][CH:5]=[C:6]2[C:11]=1[C:10]([CH:12]=[O:34])=[N:9][C:8]([C@@H:14]([NH:16][C:17](=[O:33])[O:18][CH2:19][CH:20]1[C:21]3[CH:22]=[CH:23][CH:24]=[CH:25][C:26]=3[C:27]3[C:32]1=[CH:31][CH:30]=[CH:29][CH:28]=3)[CH3:15])=[CH:7]2, predict the reactants needed to synthesize it. The reactants are: [Cl:1][C:2]1[CH:3]=[CH:4][CH:5]=[C:6]2[C:11]=1[C:10]([CH:12]=C)=[N:9][C:8]([C@@H:14]([NH:16][C:17](=[O:33])[O:18][CH2:19][CH:20]1[C:32]3[CH:31]=[CH:30][CH:29]=[CH:28][C:27]=3[C:26]3[C:21]1=[CH:22][CH:23]=[CH:24][CH:25]=3)[CH3:15])=[CH:7]2.[O:34]1CCOCC1. (2) Given the product [NH:23]1[C:31]2[C:26](=[C:27]([NH:32][C:33]([NH:18][CH:7]3[C:6]4[C:16](=[CH:17][C:3]([O:2][CH3:1])=[CH:4][CH:5]=4)[O:15][C:9]4([CH2:14][CH2:13][CH2:12][CH2:11][CH2:10]4)[CH2:8]3)=[O:34])[CH:28]=[CH:29][CH:30]=2)[CH:25]=[N:24]1, predict the reactants needed to synthesize it. The reactants are: [CH3:1][O:2][C:3]1[CH:17]=[C:16]2[C:6]([CH:7]([NH2:18])[CH2:8][C:9]3([O:15]2)[CH2:14][CH2:13][CH2:12][CH2:11][CH2:10]3)=[CH:5][CH:4]=1.COC([N:23]1[C:31]2[C:26](=[C:27]([NH:32][C:33](ON3C(=O)CCC3=O)=[O:34])[CH:28]=[CH:29][CH:30]=2)[CH:25]=[N:24]1)=O.C(N(C(C)C)CC)(C)C.[OH-].[Na+]. (3) Given the product [Cl:1][C:2]1[N:3]=[CH:4][N:5]([C:7]2[CH:12]=[CH:11][C:10]([NH:13][C:14]3[N:15]=[C:16]([NH:34][CH3:35])[C:17]4[CH2:22][CH2:21][C@H:20]([C:23]5[CH:24]=[CH:25][C:26]([O:29][C:30]([F:32])([F:33])[F:31])=[CH:27][CH:28]=5)[C:18]=4[N:19]=3)=[CH:9][C:8]=2[O:36][CH3:37])[CH:6]=1, predict the reactants needed to synthesize it. The reactants are: [Cl:1][C:2]1[N:3]=[CH:4][N:5]([C:7]2[CH:12]=[CH:11][C:10]([NH:13][C:14]3[N:15]=[C:16]([NH:34][CH3:35])[C:17]4[CH2:22][CH2:21][CH:20]([C:23]5[CH:28]=[CH:27][C:26]([O:29][C:30]([F:33])([F:32])[F:31])=[CH:25][CH:24]=5)[C:18]=4[N:19]=3)=[CH:9][C:8]=2[O:36][CH3:37])[CH:6]=1. (4) Given the product [C:39]([C:27]1[CH:28]=[C:29]([CH2:32][N:33]2[CH2:38][CH2:37][O:36][CH2:35][CH2:34]2)[CH:30]=[CH:31][C:26]=1[O:25][C:19]1[CH:20]=[CH:21][C:22]([F:24])=[C:23]2[C:18]=1[CH2:17][CH2:16][C@H:15]2[O:14][C:12]1[CH:11]=[CH:10][C:9]2[C@H:5]([CH2:4][C:3]([OH:41])=[O:2])[CH2:6][O:7][C:8]=2[CH:13]=1)#[N:40], predict the reactants needed to synthesize it. The reactants are: C[O:2][C:3](=[O:41])[CH2:4][C@H:5]1[C:9]2[CH:10]=[CH:11][C:12]([O:14][C@H:15]3[C:23]4[C:18](=[C:19]([O:25][C:26]5[CH:31]=[CH:30][C:29]([CH2:32][N:33]6[CH2:38][CH2:37][O:36][CH2:35][CH2:34]6)=[CH:28][C:27]=5[C:39]#[N:40])[CH:20]=[CH:21][C:22]=4[F:24])[CH2:17][CH2:16]3)=[CH:13][C:8]=2[O:7][CH2:6]1.[OH-].[K+]. (5) Given the product [CH2:10]([N:1]([CH2:31][CH3:32])[C@@H:2]([CH:6]([CH3:8])[CH3:7])[C:3]([OH:5])=[O:4])[CH3:11].[OH:9][CH2:10][CH2:11][N:12]1[C:17](=[O:18])[CH2:16][CH2:15][CH:14]([N:19]2[C:20](=[O:29])[C:21]3[C:26](=[CH:25][CH:24]=[CH:23][CH:22]=3)[C:27]2=[O:28])[C:13]1=[O:30], predict the reactants needed to synthesize it. The reactants are: [NH2:1][C@@H:2]([CH:6]([CH3:8])[CH3:7])[C:3]([OH:5])=[O:4].[OH:9][CH2:10][CH2:11][N:12]1[C:17](=[O:18])[CH2:16][CH2:15][CH:14]([N:19]2[C:27](=[O:28])[C:26]3[C:21](=[CH:22][CH:23]=[CH:24][CH:25]=3)[C:20]2=[O:29])[C:13]1=[O:30].[CH2:31](I)[CH3:32].